This data is from Forward reaction prediction with 1.9M reactions from USPTO patents (1976-2016). The task is: Predict the product of the given reaction. The product is: [N:1]([C@H:4]1[C@@H:9]([NH:10][C:11]([O:13][C:14]([CH3:17])([CH3:15])[CH3:16])=[O:12])[CH2:8][CH2:7][C@@H:6]([C:18]([OH:20])=[O:19])[CH2:5]1)=[N+:2]=[N-:3]. Given the reactants [N:1]([C@H:4]1[C@@H:9]([NH:10][C:11]([O:13][C:14]([CH3:17])([CH3:16])[CH3:15])=[O:12])[CH2:8][CH2:7][C@@H:6]([C:18]([O:20]CC2C=CC=CC=2)=[O:19])[CH2:5]1)=[N+:2]=[N-:3].[OH-].[Li+], predict the reaction product.